Predict the product of the given reaction. From a dataset of Forward reaction prediction with 1.9M reactions from USPTO patents (1976-2016). The product is: [F:38][C:39]1[CH:40]=[C:41]([CH2:63][N:64]2[CH2:68][CH2:67][C@@H:66]([C:69]([O:71][CH3:72])=[O:70])[CH2:65]2)[CH:42]=[CH:43][C:44]=1[C:45]1[S:46][C:47]2[C:52]([N:53]=1)=[CH:51][CH:50]=[C:49]([C:54]1([C:57]3[CH:62]=[CH:61][CH:60]=[CH:59][CH:58]=3)[CH2:55][CH2:56]1)[N:48]=2.[F:38][C:39]1[CH:40]=[C:41]([CH2:63][N:64]2[CH2:68][CH2:67][C@H:66]([C:69]([O:71][CH3:72])=[O:70])[CH2:65]2)[CH:42]=[CH:43][C:44]=1[C:45]1[S:46][C:47]2[C:52]([N:53]=1)=[CH:51][CH:50]=[C:49]([C:54]1([C:57]3[CH:62]=[CH:61][CH:60]=[CH:59][CH:58]=3)[CH2:55][CH2:56]1)[N:48]=2. Given the reactants FC1C=C(C=CC=1C1SC2C(N=1)=CC=C(C1(C3C=CC=CC=3)CC1)N=2)C=O.Cl.COC(C1CCNC1)=O.[F:38][C:39]1[CH:40]=[C:41]([CH2:63][N:64]2[CH2:68][CH2:67][CH:66]([C:69]([O:71][CH3:72])=[O:70])[CH2:65]2)[CH:42]=[CH:43][C:44]=1[C:45]1[S:46][C:47]2[C:52]([N:53]=1)=[CH:51][CH:50]=[C:49]([C:54]1([C:57]3[CH:62]=[CH:61][CH:60]=[CH:59][CH:58]=3)[CH2:56][CH2:55]1)[N:48]=2, predict the reaction product.